From a dataset of Reaction yield outcomes from USPTO patents with 853,638 reactions. Predict the reaction yield, written as a fraction of the theoretical maximum amount of product (1.0 means a 100% yield; for example, 0.34 means a 34% yield). (1) The reactants are [NH2:1][C:2]1[C:3]([CH3:8])=[CH:4][CH:5]=[CH:6][CH:7]=1.N1C=CC=CC=1.[CH3:15][S:16](Cl)(=[O:18])=[O:17].[Cl-].[Al+3].[Cl-].[Cl-].[C:24](Cl)(=[O:26])[CH3:25].Cl. The catalyst is ClCCl.C1(C)C=CC=CC=1. The product is [C:24]([C:5]1[CH:6]=[CH:7][C:2]([NH:1][S:16]([CH3:15])(=[O:18])=[O:17])=[C:3]([CH3:8])[CH:4]=1)(=[O:26])[CH3:25]. The yield is 0.890. (2) The reactants are [Cl:1][C:2]1[N:7]=[C:6](Cl)[CH:5]=[C:4]([C:9]2[CH:14]=[CH:13][CH:12]=[CH:11][CH:10]=2)[N:3]=1.[NH2:15][C:16]1[CH:20]=[C:19]([CH3:21])[NH:18][N:17]=1.C(N(CC)CC)C.[I-].[Na+]. The catalyst is CN(C=O)C. The product is [Cl:1][C:2]1[N:7]=[C:6]([NH:15][C:16]2[NH:17][N:18]=[C:19]([CH3:21])[CH:20]=2)[CH:5]=[C:4]([C:9]2[CH:14]=[CH:13][CH:12]=[CH:11][CH:10]=2)[N:3]=1. The yield is 0.620. (3) The reactants are Cl.[F:2][C:3]1[CH:10]=[CH:9][CH:8]=[C:7]([O:11][CH2:12][CH:13]2[CH2:18][CH2:17][NH:16][CH2:15][CH2:14]2)[C:4]=1[C:5]#[N:6].[I:19][C:20]1[CH:28]=[CH:27][CH:26]=[CH:25][C:21]=1[C:22](Cl)=[O:23].C(N(CC)CC)C. No catalyst specified. The product is [I:19][C:20]1[CH:28]=[CH:27][CH:26]=[CH:25][C:21]=1[C:22]([N:16]1[CH2:17][CH2:18][CH:13]([CH2:12][O:11][C:7]2[CH:8]=[CH:9][CH:10]=[C:3]([F:2])[C:4]=2[C:5]#[N:6])[CH2:14][CH2:15]1)=[O:23]. The yield is 0.980. (4) The product is [CH2:23]([O:22][C:9]1[CH:10]=[C:11](/[CH:14]=[C:15](\[O:20][CH3:21])/[C:16]([O:18][CH3:19])=[O:17])[CH:12]=[CH:13][C:8]=1[C:4]1[CH:5]=[CH:6][CH:7]=[C:2]([NH:1][C:35]([NH:34][CH2:27][CH2:28][CH2:29][CH2:30][CH2:31][CH2:32][CH3:33])=[O:36])[CH:3]=1)[CH2:24][CH2:25][CH3:26]. The catalyst is CCOCC. The reactants are [NH2:1][C:2]1[CH:3]=[C:4]([C:8]2[CH:13]=[CH:12][C:11](/[CH:14]=[C:15](\[O:20][CH3:21])/[C:16]([O:18][CH3:19])=[O:17])=[CH:10][C:9]=2[O:22][CH2:23][CH2:24][CH2:25][CH3:26])[CH:5]=[CH:6][CH:7]=1.[CH2:27]([N:34]=[C:35]=[O:36])[CH2:28][CH2:29][CH2:30][CH2:31][CH2:32][CH3:33]. The yield is 0.790. (5) The reactants are [C:1]1([C:7]2[CH:8]=[C:9]([S:13](Cl)(=[O:15])=[O:14])[CH:10]=[CH:11][CH:12]=2)[CH:6]=[CH:5][CH:4]=[CH:3][CH:2]=1.[NH2:17][C:18]1[CH:19]=[C:20]([CH:24]=[CH:25][CH:26]=1)[C:21]([OH:23])=[O:22]. No catalyst specified. The product is [C:7]1([C:1]2[CH:6]=[CH:5][CH:4]=[CH:3][CH:2]=2)[CH:12]=[CH:11][CH:10]=[C:9]([S:13]([NH:17][C:18]2[CH:19]=[C:20]([CH:24]=[CH:25][CH:26]=2)[C:21]([OH:23])=[O:22])(=[O:15])=[O:14])[CH:8]=1. The yield is 1.00. (6) The reactants are [F:1][C:2]([F:15])([F:14])[S:3]([O:6]S(C(F)(F)F)(=O)=O)(=[O:5])=[O:4].[CH3:16][C:17]1[C:22]([CH3:23])=[C:21]([N+:24]([O-:26])=[O:25])[CH:20]=[CH:19][C:18]=1O.C(N(CC)CC)C.Cl. The catalyst is ClCCl. The product is [CH3:16][C:17]1[C:22]([CH3:23])=[C:21]([N+:24]([O-:26])=[O:25])[CH:20]=[CH:19][C:18]=1[O:6][S:3]([C:2]([F:15])([F:14])[F:1])(=[O:5])=[O:4]. The yield is 0.980.